From a dataset of NCI-60 drug combinations with 297,098 pairs across 59 cell lines. Regression. Given two drug SMILES strings and cell line genomic features, predict the synergy score measuring deviation from expected non-interaction effect. Drug 1: CCN(CC)CCNC(=O)C1=C(NC(=C1C)C=C2C3=C(C=CC(=C3)F)NC2=O)C. Drug 2: CCC1(CC2CC(C3=C(CCN(C2)C1)C4=CC=CC=C4N3)(C5=C(C=C6C(=C5)C78CCN9C7C(C=CC9)(C(C(C8N6C)(C(=O)OC)O)OC(=O)C)CC)OC)C(=O)OC)O.OS(=O)(=O)O. Cell line: NCI-H460. Synergy scores: CSS=4.26, Synergy_ZIP=-1.34, Synergy_Bliss=0.411, Synergy_Loewe=0.503, Synergy_HSA=0.637.